Dataset: Catalyst prediction with 721,799 reactions and 888 catalyst types from USPTO. Task: Predict which catalyst facilitates the given reaction. (1) Reactant: C([O:8][C:9]1[C:17]([F:18])=[CH:16][C:15](Br)=[C:14]2[C:10]=1[C:11]([CH2:21][C:22]([NH:24][CH3:25])=[O:23])=[CH:12][N:13]2[CH3:20])C1C=CC=CC=1.N1C=CC=CC=1.Cl. Product: [F:18][C:17]1[C:9]([OH:8])=[C:10]2[C:14](=[CH:15][CH:16]=1)[N:13]([CH3:20])[CH:12]=[C:11]2[CH2:21][C:22]([NH:24][CH3:25])=[O:23]. The catalyst class is: 19. (2) Reactant: [OH:1][C@@H:2]1[CH2:6][C@H:5](O)[C@H:4]([CH2:8][C:9]([OH:11])=[O:10])[C@H:3]1[CH:12]=[CH:13][C@H:14]([OH:20])[CH2:15][CH2:16][CH2:17][CH2:18][CH3:19].CC(OC)(C)C.ClC(Cl)(Cl)C(O)=O. Product: [OH:1][C@H:2]1[CH2:6][C@H:5]2[O:10][C:9](=[O:11])[CH2:8][C@H:4]2[C@@H:3]1/[CH:12]=[CH:13]/[C@H:14]([OH:20])[CH2:15][CH2:16][CH2:17][CH2:18][CH3:19]. The catalyst class is: 66. (3) Product: [CH:14]([C:17]1[N:21]=[C:20]([N:22]2[CH2:27][CH2:26][CH:25]([CH2:28][CH2:29][CH2:30][O:1][C:2]3[CH:12]=[CH:11][C:5]([C:6]([O:8][CH2:9][CH3:10])=[O:7])=[C:4]([CH3:13])[N:3]=3)[CH2:24][CH2:23]2)[O:19][N:18]=1)([CH3:16])[CH3:15]. Reactant: [OH:1][C:2]1[CH:12]=[CH:11][C:5]([C:6]([O:8][CH2:9][CH3:10])=[O:7])=[C:4]([CH3:13])[N:3]=1.[CH:14]([C:17]1[N:21]=[C:20]([N:22]2[CH2:27][CH2:26][CH:25]([CH2:28][CH2:29][CH2:30]O)[CH2:24][CH2:23]2)[O:19][N:18]=1)([CH3:16])[CH3:15].C1(P(C2C=CC=CC=2)C2C=CC=CC=2)C=CC=CC=1.N(C(OC(C)C)=O)=NC(OC(C)C)=O. The catalyst class is: 2.